This data is from Reaction yield outcomes from USPTO patents with 853,638 reactions. The task is: Predict the reaction yield, written as a fraction of the theoretical maximum amount of product (1.0 means a 100% yield; for example, 0.34 means a 34% yield). (1) The reactants are [NH2:1][C:2]1[C:11]2[C:6](=[C:7](Br)[CH:8]=[CH:9][CH:10]=2)[N:5]=[N:4][C:3]=1[C:13]([NH:15][CH2:16][CH2:17][CH3:18])=[O:14].[CH3:19][O:20][C:21]1[C:26]([O:27][CH3:28])=[CH:25][CH:24]=[CH:23][C:22]=1B(O)O. No catalyst specified. The product is [NH2:1][C:2]1[C:11]2[C:6](=[C:7]([C:25]3[CH:24]=[CH:23][CH:22]=[C:21]([O:20][CH3:19])[C:26]=3[O:27][CH3:28])[CH:8]=[CH:9][CH:10]=2)[N:5]=[N:4][C:3]=1[C:13]([NH:15][CH2:16][CH2:17][CH3:18])=[O:14]. The yield is 0.895. (2) The reactants are [O:1]1[CH2:3][CH:2]1[CH2:4][N:5]1[C:13]2[CH2:12][CH2:11][N:10]([C:14](=[O:16])[CH3:15])[CH2:9][C:8]=2[C:7]([C:17]2[CH:22]=[CH:21][C:20]([C:23]([F:26])([F:25])[F:24])=[CH:19][CH:18]=2)=[N:6]1.[Cl:27][C:28]1[CH:42]=[CH:41][C:31]2[N:32]=[C:33]([N:35]3[CH2:40][CH2:39][NH:38][CH2:37][CH2:36]3)[S:34][C:30]=2[CH:29]=1. The catalyst is CCO. The product is [Cl:27][C:28]1[CH:42]=[CH:41][C:31]2[N:32]=[C:33]([N:35]3[CH2:40][CH2:39][N:38]([CH2:3][CH:2]([OH:1])[CH2:4][N:5]4[C:13]5[CH2:12][CH2:11][N:10]([C:14](=[O:16])[CH3:15])[CH2:9][C:8]=5[C:7]([C:17]5[CH:22]=[CH:21][C:20]([C:23]([F:26])([F:25])[F:24])=[CH:19][CH:18]=5)=[N:6]4)[CH2:37][CH2:36]3)[S:34][C:30]=2[CH:29]=1. The yield is 0.900. (3) The reactants are [Br:1][C:2]1[CH:3](O)[CH2:4][CH2:5][CH:6]=1.C[O:9][C:10](OC)([N:12]([CH3:14])[CH3:13])[CH3:11]. The catalyst is C1(C)C=CC=C(C)C=1. The product is [Br:1][C:2]1[CH:3]([CH2:11][C:10]([N:12]([CH3:14])[CH3:13])=[O:9])[CH2:4][CH2:5][CH:6]=1. The yield is 0.630. (4) The reactants are Br[C:2]1[CH:3]=[C:4]([CH:6]=[CH:7][CH:8]=1)[NH2:5].[CH3:9][C:10]1([CH3:26])[C:14]([CH3:16])([CH3:15])[O:13][B:12]([B:12]2[O:13][C:14]([CH3:16])([CH3:15])[C:10]([CH3:26])([CH3:9])[O:11]2)[O:11]1.C([O-])(=O)C.[K+]. The catalyst is O1CCOCC1.C1C=CC(P(C2C=CC=CC=2)[C-]2C=CC=C2)=CC=1.C1C=CC(P(C2C=CC=CC=2)[C-]2C=CC=C2)=CC=1.Cl[Pd]Cl.[Fe+2].C(Cl)Cl. The product is [CH3:9][C:10]1([CH3:26])[C:14]([CH3:16])([CH3:15])[O:13][B:12]([C:2]2[CH:3]=[C:4]([CH:6]=[CH:7][CH:8]=2)[NH2:5])[O:11]1. The yield is 1.00.